From a dataset of Full USPTO retrosynthesis dataset with 1.9M reactions from patents (1976-2016). Predict the reactants needed to synthesize the given product. (1) Given the product [CH3:1][N:2]1[C:6]([C:7]2[CH:12]=[CH:11][CH:10]=[CH:9][C:8]=2[C:13]([F:16])([F:15])[F:14])=[N:5][N:4]=[C:3]1[C:17]12[CH2:24][CH2:23][C:20]([C:25]([NH:49][NH2:50])=[O:27])([CH2:19][CH2:18]1)[CH2:21][CH2:22]2, predict the reactants needed to synthesize it. The reactants are: [CH3:1][N:2]1[C:6]([C:7]2[CH:12]=[CH:11][CH:10]=[CH:9][C:8]=2[C:13]([F:16])([F:15])[F:14])=[N:5][N:4]=[C:3]1[C:17]12[CH2:24][CH2:23][C:20]([C:25]([OH:27])=O)([CH2:21][CH2:22]1)[CH2:19][CH2:18]2.F[P-](F)(F)(F)(F)F.CN(C)C=[N+](C)C.C(N(CC)CC)C.[NH2:49][NH2:50]. (2) Given the product [C:27]([NH:1][C:2]1[CH:10]=[CH:9][CH:8]=[C:7]([Cl:11])[C:3]=1[C:4]([OH:6])=[O:5])([O:26][C:23]([CH3:25])([CH3:24])[CH3:22])=[O:28], predict the reactants needed to synthesize it. The reactants are: [NH2:1][C:2]1[CH:10]=[CH:9][CH:8]=[C:7]([Cl:11])[C:3]=1[C:4]([OH:6])=[O:5].C[Si]([N-][Si](C)(C)C)(C)C.[Na+].[CH3:22][C:23]([O:26][C:27](O[C:27]([O:26][C:23]([CH3:25])([CH3:24])[CH3:22])=[O:28])=[O:28])([CH3:25])[CH3:24].Cl. (3) Given the product [CH2:13]([NH:12][C:11](=[O:20])[C@@H:9]([OH:10])[CH:8]([NH:7][C:6](=[O:28])[C@@H:45]([NH:49][C:50](=[O:64])[C@@H:51]([NH:53][S:54]([C:57]1[C:58]([CH3:63])=[CH:59][CH:60]=[CH:61][CH:62]=1)(=[O:56])=[O:55])[CH3:52])[CH2:44][C:41]1[CH:40]=[CH:39][C:38]([O:37][CH3:36])=[CH:43][CH:42]=1)[CH2:21][C:22]1[CH:23]=[CH:24][CH:25]=[CH:26][CH:27]=1)[C:14]1[CH:15]=[CH:16][CH:17]=[CH:18][CH:19]=1, predict the reactants needed to synthesize it. The reactants are: C(O[C:6](=[O:28])[NH:7][C@@H:8]([CH2:21][C:22]1[CH:27]=[CH:26][CH:25]=[CH:24][CH:23]=1)[CH:9]([C:11](=[O:20])[NH:12][CH2:13][C:14]1[CH:19]=[CH:18][CH:17]=[CH:16][CH:15]=1)[OH:10])(C)(C)C.FC(F)(F)C(O)=O.[CH3:36][O:37][C:38]1[CH:43]=[CH:42][C:41]([CH2:44][C@H:45]([NH:49][C:50](=[O:64])[C@@H:51]([NH:53][S:54]([C:57]2[C:58]([CH3:63])=[CH:59][CH:60]=[CH:61][CH:62]=2)(=[O:56])=[O:55])[CH3:52])C(O)=O)=[CH:40][CH:39]=1.C(N(CC)C(C)C)(C)C.CN(C(ON1N=NC2C=CC=NC1=2)=[N+](C)C)C.F[P-](F)(F)(F)(F)F. (4) Given the product [F:1][C:2]1[CH:18]=[CH:17][C:5]([CH2:6][NH:7][C:8]2[C:13]([NH2:14])=[CH:12][CH:11]=[CH:10][N:9]=2)=[CH:4][CH:3]=1, predict the reactants needed to synthesize it. The reactants are: [F:1][C:2]1[CH:18]=[CH:17][C:5]([CH2:6][NH:7][C:8]2[C:13]([N+:14]([O-])=O)=[CH:12][CH:11]=[CH:10][N:9]=2)=[CH:4][CH:3]=1. (5) Given the product [Br:1][C:2]1[CH:7]=[CH:6][C:5]([S:8]([O:22][CH2:21][CH2:20][O:19][CH2:12][C:13]2[CH:18]=[CH:17][CH:16]=[CH:15][CH:14]=2)(=[O:10])=[O:9])=[CH:4][CH:3]=1, predict the reactants needed to synthesize it. The reactants are: [Br:1][C:2]1[CH:7]=[CH:6][C:5]([S:8](Cl)(=[O:10])=[O:9])=[CH:4][CH:3]=1.[CH2:12]([O:19][CH2:20][CH2:21][OH:22])[C:13]1[CH:18]=[CH:17][CH:16]=[CH:15][CH:14]=1.C(N(CC)CC)C.O. (6) Given the product [NH2:15][C:11]1[C:10](=[O:13])[C:9]2[C:4]([C:3](=[O:14])[C:2]=1[Cl:1])=[CH:5][CH:6]=[CH:7][CH:8]=2, predict the reactants needed to synthesize it. The reactants are: [Cl:1][C:2]1[C:3](=[O:14])[C:4]2[C:9]([C:10](=[O:13])[C:11]=1Cl)=[CH:8][CH:7]=[CH:6][CH:5]=2.[NH3:15].[OH-].[NH4+]. (7) Given the product [CH:1]1([O:6][C:7]2[CH:8]=[C:9]([CH2:12][C:13]3[CH:14]=[CH:15][C:16]([NH2:19])=[CH:17][CH:18]=3)[S:10][CH:11]=2)[CH2:2][CH2:3][CH2:4][CH2:5]1, predict the reactants needed to synthesize it. The reactants are: [CH:1]1([O:6][C:7]2[CH:8]=[C:9]([CH2:12][C:13]3[CH:18]=[CH:17][C:16]([N+:19]([O-])=O)=[CH:15][CH:14]=3)[S:10][CH:11]=2)[CH2:5][CH2:4][CH2:3][CH2:2]1.O.[Sn](Cl)Cl.C(=O)(O)[O-].[Na+].C(OCC)(=O)C. (8) Given the product [Si:18]([O:17][C@@H:6]([C:7]1[CH:12]=[CH:11][C:10]([C:13]([F:14])([F:16])[F:15])=[CH:9][CH:8]=1)[C@H:5]([NH:25][C:26](=[O:32])[O:27][C:28]([CH3:31])([CH3:30])[CH3:29])[CH2:4][CH2:3][C:2]1[S:33][CH:35]=[CH:36][N:1]=1)([C:21]([CH3:24])([CH3:22])[CH3:23])([CH3:19])[CH3:20], predict the reactants needed to synthesize it. The reactants are: [NH2:1][C:2](=[S:33])[CH2:3][CH2:4][C@@H:5]([NH:25][C:26](=[O:32])[O:27][C:28]([CH3:31])([CH3:30])[CH3:29])[C@@H:6]([O:17][Si:18]([C:21]([CH3:24])([CH3:23])[CH3:22])([CH3:20])[CH3:19])[C:7]1[CH:12]=[CH:11][C:10]([C:13]([F:16])([F:15])[F:14])=[CH:9][CH:8]=1.Cl[CH2:35][CH:36]=O. (9) Given the product [C:1]([NH:4][C:5]1[CH:13]=[CH:12][C:11]([C:17]([CH3:18])=[CH:16][C:15]([O:20][CH2:21][CH3:22])=[O:19])=[C:10]2[C:6]=1[CH2:7][CH2:8][CH2:9]2)(=[O:3])[CH3:2], predict the reactants needed to synthesize it. The reactants are: [C:1]([NH:4][C:5]1[CH:13]=[CH:12][C:11](Br)=[C:10]2[C:6]=1[CH2:7][CH2:8][CH2:9]2)(=[O:3])[CH3:2].[C:15]([O:20][CH2:21][CH3:22])(=[O:19])/[CH:16]=[CH:17]/[CH3:18].C1(C)C=CC=CC=1P(C1C=CC=CC=1C)C1C=CC=CC=1C.C(N(CCCC)CCCC)CCC.